This data is from Forward reaction prediction with 1.9M reactions from USPTO patents (1976-2016). The task is: Predict the product of the given reaction. (1) Given the reactants [CH3:1][O:2][C:3]1[CH:4]=[C:5]([C:11]2[C:12](=[O:23])[O:13][C:14]3[C:19]([C:20]=2[CH3:21])=[CH:18][CH:17]=[C:16]([OH:22])[CH:15]=3)[CH:6]=[CH:7][C:8]=1[O:9][CH3:10].[I-].C[N+]1C=CN([C:31](=[O:40])[N:32]([CH3:39])[C:33]2[CH:38]=[CH:37][CH:36]=[CH:35][CH:34]=2)C=1, predict the reaction product. The product is: [CH3:1][O:2][C:3]1[CH:4]=[C:5]([C:11]2[C:12](=[O:23])[O:13][C:14]3[C:19]([C:20]=2[CH3:21])=[CH:18][CH:17]=[C:16]([O:22][C:31](=[O:40])[N:32]([CH3:39])[C:33]2[CH:38]=[CH:37][CH:36]=[CH:35][CH:34]=2)[CH:15]=3)[CH:6]=[CH:7][C:8]=1[O:9][CH3:10]. (2) Given the reactants Br[C:2]1[N:3]=[C:4]([C:9]2[NH:13][C:12]3[CH:14]=[C:15]([CH3:18])[CH:16]=[CH:17][C:11]=3[N:10]=2)[C:5]([NH2:8])=[N:6][CH:7]=1.CCN(CC)CC.[CH2:26]([NH:29][C:30]([NH2:32])=[O:31])[C:27]#[CH:28], predict the reaction product. The product is: [NH2:8][C:5]1[N:6]=[CH:7][C:2]([C:28]#[C:27][CH2:26][NH:29][C:30]([NH2:32])=[O:31])=[N:3][C:4]=1[C:9]1[NH:13][C:12]2[CH:14]=[C:15]([CH3:18])[CH:16]=[CH:17][C:11]=2[N:10]=1. (3) Given the reactants [CH3:1][N:2]1[C:10]2[C:5](=[CH:6][CH:7]=[CH:8][CH:9]=2)[C:4]([CH2:11][CH:12]([CH3:14])[CH3:13])=[C:3]1[C:15]([NH:17][C@H:18]([C:23]([NH:25][CH:26]([C:35](=[O:38])[CH2:36]Br)[CH2:27][C:28]([O:30][C:31]([CH3:34])([CH3:33])[CH3:32])=[O:29])=[O:24])[CH2:19][CH:20]([CH3:22])[CH3:21])=[O:16].[F-].[K+].[Cl:41][C:42]1[CH:50]=[CH:49][CH:48]=[C:47]([Cl:51])[C:43]=1[C:44]([OH:46])=[O:45].CCCCCC.CCOC(C)=O, predict the reaction product. The product is: [CH3:1][N:2]1[C:10]2[C:5](=[CH:6][CH:7]=[CH:8][CH:9]=2)[C:4]([CH2:11][CH:12]([CH3:14])[CH3:13])=[C:3]1[C:15]([NH:17][C@H:18]([C:23]([NH:25][CH:26]([C:35](=[O:38])[CH2:36][O:46][C:44](=[O:45])[C:43]1[C:42]([Cl:41])=[CH:50][CH:49]=[CH:48][C:47]=1[Cl:51])[CH2:27][C:28]([O:30][C:31]([CH3:34])([CH3:33])[CH3:32])=[O:29])=[O:24])[CH2:19][CH:20]([CH3:22])[CH3:21])=[O:16]. (4) Given the reactants [OH-].[Na+].[C:3]12([C:13]3[CH:14]=[C:15]([C:28]4[CH:29]=[C:30]5[C:35](=[CH:36][CH:37]=4)[CH:34]=[C:33]([C:38]([O:40]C)=[O:39])[CH:32]=[CH:31]5)[CH:16]=[CH:17][C:18]=3[O:19][CH2:20][CH:21]3[CH2:25][O:24][C:23]([CH3:27])([CH3:26])[O:22]3)[CH2:12][CH:7]3[CH2:8][CH:9]([CH2:11][CH:5]([CH2:6]3)[CH2:4]1)[CH2:10]2, predict the reaction product. The product is: [C:3]12([C:13]3[CH:14]=[C:15]([C:28]4[CH:29]=[C:30]5[C:35](=[CH:36][CH:37]=4)[CH:34]=[C:33]([C:38]([OH:40])=[O:39])[CH:32]=[CH:31]5)[CH:16]=[CH:17][C:18]=3[O:19][CH2:20][CH:21]3[CH2:25][O:24][C:23]([CH3:26])([CH3:27])[O:22]3)[CH2:12][CH:7]3[CH2:6][CH:5]([CH2:11][CH:9]([CH2:8]3)[CH2:10]1)[CH2:4]2.